Dataset: Reaction yield outcomes from USPTO patents with 853,638 reactions. Task: Predict the reaction yield, written as a fraction of the theoretical maximum amount of product (1.0 means a 100% yield; for example, 0.34 means a 34% yield). (1) The reactants are [CH3:1][S:2][C:3]1[N:4]=[CH:5][C:6]2[C:15]3[CH:14]=[CH:13][C:12]([C:16]([O:18][CH3:19])=[O:17])=[CH:11][C:10]=3[NH:9][C:8](=O)[C:7]=2[N:21]=1.O=P(Cl)(Cl)[Cl:24].CCN(C(C)C)C(C)C. The catalyst is C1(C)C=CC=CC=1. The product is [Cl:24][C:8]1[C:7]2[N:21]=[C:3]([S:2][CH3:1])[N:4]=[CH:5][C:6]=2[C:15]2[CH:14]=[CH:13][C:12]([C:16]([O:18][CH3:19])=[O:17])=[CH:11][C:10]=2[N:9]=1. The yield is 0.630. (2) The reactants are [Cl:1][C:2]1[CH:21]=[C:20]([Cl:22])[CH:19]=[CH:18][C:3]=1[CH2:4][N:5]1[C:9]([CH2:10][CH2:11][C:12]([OH:14])=O)=[CH:8][C:7]([CH:15]([CH3:17])[CH3:16])=[N:6]1.[CH2:23]([S:28]([NH2:31])(=[O:30])=[O:29])[CH2:24][CH2:25][CH2:26][CH3:27].N12CCCN=C1CCCCC2. The catalyst is O1CCCC1. The product is [Cl:1][C:2]1[CH:21]=[C:20]([Cl:22])[CH:19]=[CH:18][C:3]=1[CH2:4][N:5]1[C:9]([CH2:10][CH2:11][C:12]([NH:31][S:28]([CH2:23][CH2:24][CH2:25][CH2:26][CH3:27])(=[O:30])=[O:29])=[O:14])=[CH:8][C:7]([CH:15]([CH3:17])[CH3:16])=[N:6]1. The yield is 0.670. (3) The reactants are [Cl:1][C:2]1[CH:10]=[C:9]2[C:5]([C:6]([CH:28]([F:30])[F:29])=[CH:7][N:8]2[S:11]([C:14]2[CH:19]=[CH:18][C:17]([O:20][CH3:21])=[C:16]([N:22]3[CH2:27][CH2:26][NH:25][CH2:24][CH2:23]3)[CH:15]=2)(=[O:13])=[O:12])=[CH:4][CH:3]=1.C([O-])([O-])=O.[K+].[K+].Br[CH2:38][CH3:39]. The catalyst is CC(C)=O. The product is [Cl:1][C:2]1[CH:10]=[C:9]2[C:5]([C:6]([CH:28]([F:30])[F:29])=[CH:7][N:8]2[S:11]([C:14]2[CH:19]=[CH:18][C:17]([O:20][CH3:21])=[C:16]([N:22]3[CH2:27][CH2:26][N:25]([CH2:38][CH3:39])[CH2:24][CH2:23]3)[CH:15]=2)(=[O:13])=[O:12])=[CH:4][CH:3]=1. The yield is 0.788. (4) The yield is 0.570. The product is [ClH:51].[CH3:23][S:24]([O:27][C:28]1[CH:33]=[C:32]([C:17]2[CH:16]=[C:15]([C:4]3([CH:9]4[CH2:14][CH2:13][O:12][CH2:11][CH2:10]4)[C:5](=[O:8])[N:6]([CH3:7])[C:2]([NH2:1])=[N:3]3)[CH:20]=[CH:19][C:18]=2[F:21])[CH:31]=[C:30]([O:43][CH3:44])[CH:29]=1)(=[O:26])=[O:25]. The reactants are [NH2:1][C:2]1[N:6]([CH3:7])[C:5](=[O:8])[C:4]([C:15]2[CH:20]=[CH:19][C:18]([F:21])=[C:17](Br)[CH:16]=2)([CH:9]2[CH2:14][CH2:13][O:12][CH2:11][CH2:10]2)[N:3]=1.[CH3:23][S:24]([O:27][C:28]1[CH:33]=[C:32](B2OC(C)(C)C(C)(C)O2)[CH:31]=[C:30]([O:43][CH3:44])[CH:29]=1)(=[O:26])=[O:25].C(=O)([O-])[O-].[K+].[K+].[Cl-:51].[Na+].O. The catalyst is O1CCCC1.O. (5) The reactants are [CH3:1][O:2][C:3]1[CH:4]=[C:5]2[C:10](=[C:11]([O:13]C)[CH:12]=1)[N:9]=[CH:8][CH:7]=[CH:6]2.B(Br)(Br)Br. The catalyst is C(Cl)Cl. The product is [CH3:1][O:2][C:3]1[CH:4]=[C:5]2[C:10](=[C:11]([OH:13])[CH:12]=1)[N:9]=[CH:8][CH:7]=[CH:6]2. The yield is 0.340. (6) The reactants are COC1C=CC(C[N:8](CC2C=CC(OC)=CC=2)[C:9]2[N:14]=[C:13]([CH3:15])[N:12]=[C:11]([C:16]3[C:17]([NH:22][C:23]4[CH:24]=[C:25]5[C:30](=[CH:31][CH:32]=4)[N:29]=[C:28]([CH3:33])[CH:27]=[CH:26]5)=[N:18][CH:19]=[CH:20][CH:21]=3)[N:10]=2)=CC=1. The catalyst is C(O)(C(F)(F)F)=O. The product is [NH2:8][C:9]1[N:14]=[C:13]([CH3:15])[N:12]=[C:11]([C:16]2[C:17]([NH:22][C:23]3[CH:24]=[C:25]4[C:30](=[CH:31][CH:32]=3)[N:29]=[C:28]([CH3:33])[CH:27]=[CH:26]4)=[N:18][CH:19]=[CH:20][CH:21]=2)[N:10]=1. The yield is 0.850. (7) The reactants are [NH2:1][C@:2]1([C:14]([O:16][CH3:17])=[O:15])[CH2:6][CH2:5][C@@H:4]([C:7]2[CH:12]=[CH:11][C:10]([Br:13])=[CH:9][CH:8]=2)[CH2:3]1.[CH2:18]([O:25][C:26](ON1C(=O)CCC1=O)=[O:27])[C:19]1[CH:24]=[CH:23][CH:22]=[CH:21][CH:20]=1.C(=O)([O-])[O-].[K+].[K+]. The catalyst is C(#N)C.O. The product is [CH2:18]([O:25][C:26]([NH:1][C@:2]1([C:14]([O:16][CH3:17])=[O:15])[CH2:6][CH2:5][C@@H:4]([C:7]2[CH:12]=[CH:11][C:10]([Br:13])=[CH:9][CH:8]=2)[CH2:3]1)=[O:27])[C:19]1[CH:24]=[CH:23][CH:22]=[CH:21][CH:20]=1. The yield is 0.644.